From a dataset of Full USPTO retrosynthesis dataset with 1.9M reactions from patents (1976-2016). Predict the reactants needed to synthesize the given product. Given the product [F:24][CH:2]([F:1])[O:3][C:4]1[CH:9]=[CH:8][C:7]([C:10]2[CH:15]=[N:14][C:13]([NH:16][C:17]3[CH:18]=[C:19]([CH:20]=[CH:21][CH:22]=3)[O:23][CH2:26][CH2:27][OH:28])=[N:12][CH:11]=2)=[CH:6][CH:5]=1, predict the reactants needed to synthesize it. The reactants are: [F:1][CH:2]([F:24])[O:3][C:4]1[CH:9]=[CH:8][C:7]([C:10]2[CH:11]=[N:12][C:13]([NH:16][C:17]3[CH:18]=[C:19]([OH:23])[CH:20]=[CH:21][CH:22]=3)=[N:14][CH:15]=2)=[CH:6][CH:5]=1.Br[CH2:26][CH2:27][OH:28].C(=O)([O-])[O-].[Cs+].[Cs+].